Dataset: Catalyst prediction with 721,799 reactions and 888 catalyst types from USPTO. Task: Predict which catalyst facilitates the given reaction. (1) The catalyst class is: 3. Reactant: [NH:1]1[CH2:6][CH2:5][O:4][CH2:3][CH2:2]1.[Br:7][C:8]1[CH:13]=[CH:12][CH:11]=[C:10](Br)[N:9]=1.C(=O)([O-])[O-].[Cs+].[Cs+].O. Product: [Br:7][C:8]1[CH:13]=[CH:12][CH:11]=[C:10]([N:1]2[CH2:6][CH2:5][O:4][CH2:3][CH2:2]2)[N:9]=1. (2) Reactant: [Cl:1][C:2]1[CH:7]=[CH:6][C:5]([CH2:8][CH2:9][OH:10])=[CH:4][CH:3]=1.[CH3:11][S:12](Cl)(=[O:14])=[O:13]. Product: [CH3:11][S:12]([O:10][CH2:9][CH2:8][C:5]1[CH:6]=[CH:7][C:2]([Cl:1])=[CH:3][CH:4]=1)(=[O:14])=[O:13]. The catalyst class is: 34. (3) Reactant: [C:1]([C:3]1[CH:8]=[CH:7][C:6]([C:9](=[O:25])[CH:10]=[CH:11][C:12]2[N:13]([CH2:17][O:18][CH2:19][CH2:20][Si:21]([CH3:24])([CH3:23])[CH3:22])[CH:14]=[CH:15][N:16]=2)=[CH:5][CH:4]=1)#[N:2].[BH4-].[Na+]. Product: [C:1]([C:3]1[CH:8]=[CH:7][C:6]([CH:9]([OH:25])[CH:10]=[CH:11][C:12]2[N:13]([CH2:17][O:18][CH2:19][CH2:20][Si:21]([CH3:22])([CH3:24])[CH3:23])[CH:14]=[CH:15][N:16]=2)=[CH:5][CH:4]=1)#[N:2]. The catalyst class is: 5. (4) Reactant: CON(C)[C:4](=[O:16])[C:5]1[CH:10]=[CH:9][C:8]([N:11]2[CH:15]=[N:14][N:13]=[N:12]2)=[CH:7][CH:6]=1.[Cl-].C([Al+]CC(C)C)C(C)C. Product: [N:11]1([C:8]2[CH:7]=[CH:6][C:5]([CH:4]=[O:16])=[CH:10][CH:9]=2)[CH:15]=[N:14][N:13]=[N:12]1. The catalyst class is: 34. (5) The catalyst class is: 3. Reactant: CN(C(ON1N=NC2C=CC=NC1=2)=[N+](C)C)C.F[P-](F)(F)(F)(F)F.[NH2:25][C:26]1[C:27]([C:36]([OH:38])=O)=[CH:28][C:29]2[C:34]([CH:35]=1)=[CH:33][CH:32]=[CH:31][CH:30]=2.[CH2:39]([NH:43][CH2:44][C:45]([O:47][CH2:48][C:49]1[CH:54]=[CH:53][CH:52]=[CH:51][CH:50]=1)=[O:46])[CH2:40][CH2:41][CH3:42].C(N(C(C)C)CC)(C)C. Product: [NH2:25][C:26]1[C:27]([C:36]([N:43]([CH2:39][CH2:40][CH2:41][CH3:42])[CH2:44][C:45]([O:47][CH2:48][C:49]2[CH:54]=[CH:53][CH:52]=[CH:51][CH:50]=2)=[O:46])=[O:38])=[CH:28][C:29]2[C:34]([CH:35]=1)=[CH:33][CH:32]=[CH:31][CH:30]=2. (6) Reactant: [F:1][C:2]1[CH:7]=[C:6]([O:8][C:9]2[CH:14]=[CH:13][N:12]=[C:11]([C:15]3[CH:16]=[N:17][N:18]([CH3:20])[CH:19]=3)[CH:10]=2)[C:5]([CH3:21])=[CH:4][C:3]=1[NH:22][C:23]([C:25]1([C:28]([NH:30][C:31]2[CH:36]=[CH:35][C:34]([F:37])=[CH:33][CH:32]=2)=[O:29])[CH2:27][CH2:26]1)=[O:24].[CH3:38][S:39]([OH:42])(=[O:41])=[O:40]. Product: [CH3:38][S:39]([OH:42])(=[O:41])=[O:40].[F:1][C:2]1[CH:7]=[C:6]([O:8][C:9]2[CH:14]=[CH:13][N:12]=[C:11]([C:15]3[CH:16]=[N:17][N:18]([CH3:20])[CH:19]=3)[CH:10]=2)[C:5]([CH3:21])=[CH:4][C:3]=1[NH:22][C:23]([C:25]1([C:28]([NH:30][C:31]2[CH:36]=[CH:35][C:34]([F:37])=[CH:33][CH:32]=2)=[O:29])[CH2:26][CH2:27]1)=[O:24]. The catalyst class is: 2. (7) Product: [NH2:19][C:14]1[C:15]([C:17]([NH2:18])=[O:23])=[CH:16][N:12]([CH2:11][C:10]2[CH:20]=[CH:21][C:7]([CH2:6][N:1]3[CH:5]=[CH:4][CH:3]=[N:2]3)=[CH:8][CH:9]=2)[N:13]=1. The catalyst class is: 425. Reactant: [N:1]1([CH2:6][C:7]2[CH:21]=[CH:20][C:10]([CH2:11][N:12]3[CH:16]=[C:15]([C:17]#[N:18])[C:14]([NH2:19])=[N:13]3)=[CH:9][CH:8]=2)[CH:5]=[CH:4][CH:3]=[N:2]1.C(=O)([O-])[O-:23].[K+].[K+].OO.CS(C)=O. (8) Product: [CH3:1][N:2]1[CH2:7][CH2:6][N:5]([C:8]([O:10][C@@H:11]2[N:20]([C:21]3[CH:22]=[CH:23][C:24]([Cl:27])=[CH:25][N:26]=3)[C:18](=[O:19])[C:13]3[N:14]=[CH:15][CH:16]=[N:17][C:12]2=3)=[O:9])[CH2:4][CH2:3]1.[S:29]([O-:32])(=[O:31])(=[O:30])[CH3:28]. Reactant: [CH3:1][N:2]1[CH2:7][CH2:6][N:5]([C:8]([O:10][C@@H:11]2[N:20]([C:21]3[CH:22]=[CH:23][C:24]([Cl:27])=[CH:25][N:26]=3)[C:18](=[O:19])[C:13]3[N:14]=[CH:15][CH:16]=[N:17][C:12]2=3)=[O:9])[CH2:4][CH2:3]1.[CH3:28][S:29]([OH:32])(=[O:31])=[O:30].CN1CCN(C(OC2N(C3C=CC(Cl)=CN=3)C(=O)C3N=CC=NC2=3)=O)CC1. The catalyst class is: 7. (9) Reactant: [NH2:1][CH2:2][CH2:3][NH:4][C:5](=[O:11])[O:6][C:7]([CH3:10])([CH3:9])[CH3:8].[C:12]1(=O)[CH2:16][CH2:15][CH2:14][CH2:13]1. Product: [CH:12]1([NH:1][CH2:2][CH2:3][NH:4][C:5](=[O:11])[O:6][C:7]([CH3:8])([CH3:10])[CH3:9])[CH2:16][CH2:15][CH2:14][CH2:13]1. The catalyst class is: 723.